From a dataset of CYP1A2 inhibition data for predicting drug metabolism from PubChem BioAssay. Regression/Classification. Given a drug SMILES string, predict its absorption, distribution, metabolism, or excretion properties. Task type varies by dataset: regression for continuous measurements (e.g., permeability, clearance, half-life) or binary classification for categorical outcomes (e.g., BBB penetration, CYP inhibition). Dataset: cyp1a2_veith. The molecule is COc1cccc(-c2ccc3ncnc(N(C)C)c3c2)c1. The result is 1 (inhibitor).